Dataset: Full USPTO retrosynthesis dataset with 1.9M reactions from patents (1976-2016). Task: Predict the reactants needed to synthesize the given product. (1) Given the product [CH2:19]1[C:20]2[CH:28]=[CH:27][CH:26]=[CH:25][C:21]=2[CH2:22][CH2:23][CH2:24][N:18]1[C:10]1[CH:9]=[C:8]([NH:7][C:5](=[O:6])[CH2:4][NH2:1])[C:17]2[C:12](=[CH:13][CH:14]=[CH:15][CH:16]=2)[N:11]=1, predict the reactants needed to synthesize it. The reactants are: [N:1]([CH2:4][C:5]([NH:7][C:8]1[C:17]2[C:12](=[CH:13][CH:14]=[CH:15][CH:16]=2)[N:11]=[C:10]([N:18]2[CH2:24][CH2:23][CH2:22][C:21]3[CH:25]=[CH:26][CH:27]=[CH:28][C:20]=3[CH2:19]2)[CH:9]=1)=[O:6])=[N+]=[N-]. (2) Given the product [CH3:1][O:2][C:8]([NH:7][S:4]([NH:10][C:11]1[C:12]([CH3:36])=[C:13]2[C:17](=[C:18]([NH:21][C:22](=[O:27])[C:23]([CH3:25])([CH3:26])[CH3:24])[C:19]=1[CH3:20])[N:16]([CH2:28][CH2:29][CH2:30][CH2:31][CH2:32][CH2:33][CH2:34][CH3:35])[CH2:15][CH2:14]2)(=[O:6])=[O:5])=[O:9], predict the reactants needed to synthesize it. The reactants are: [CH3:1][OH:2].Cl[S:4]([N:7]=[C:8]=[O:9])(=[O:6])=[O:5].[NH2:10][C:11]1[C:12]([CH3:36])=[C:13]2[C:17](=[C:18]([NH:21][C:22](=[O:27])[C:23]([CH3:26])([CH3:25])[CH3:24])[C:19]=1[CH3:20])[N:16]([CH2:28][CH2:29][CH2:30][CH2:31][CH2:32][CH2:33][CH2:34][CH3:35])[CH2:15][CH2:14]2. (3) The reactants are: Cl[C:2]1[C:11]2[C:6](=[CH:7][C:8]([O:12][CH3:13])=[CH:9][CH:10]=2)[CH:5]=[C:4]([NH:14][C:15]2[CH:19]=[CH:18][NH:17][N:16]=2)[N:3]=1.[N:20]1[CH:25]=[CH:24][C:23](B(O)O)=[CH:22][CH:21]=1. Given the product [CH3:13][O:12][C:8]1[CH:7]=[C:6]2[C:11](=[CH:10][CH:9]=1)[C:2]([C:23]1[CH:24]=[CH:25][N:20]=[CH:21][CH:22]=1)=[N:3][C:4]([NH:14][C:15]1[CH:19]=[CH:18][NH:17][N:16]=1)=[CH:5]2, predict the reactants needed to synthesize it. (4) Given the product [CH:31]1[C:43]2[NH:42][C:41]3[C:36](=[CH:37][CH:38]=[CH:39][CH:40]=3)[C:35]=2[CH:34]=[C:33]([NH:44][C:17]([CH:14]2[CH2:13][CH2:12][N:11]([C:6]3[CH:7]=[CH:8][CH:9]=[C:10]4[C:5]=3[CH:4]=[CH:3][N:2]=[CH:1]4)[CH2:16][CH2:15]2)=[O:19])[CH:32]=1, predict the reactants needed to synthesize it. The reactants are: [CH:1]1[C:10]2[C:5](=[C:6]([N:11]3[CH2:16][CH2:15][CH:14]([C:17]([OH:19])=O)[CH2:13][CH2:12]3)[CH:7]=[CH:8][CH:9]=2)[CH:4]=[CH:3][N:2]=1.BrC1C=CC=C2C=1C=CN=C2.[CH:31]1[C:43]2[NH:42][C:41]3[C:36](=[CH:37][CH:38]=[CH:39][CH:40]=3)[C:35]=2[CH:34]=[C:33]([NH2:44])[CH:32]=1.